Dataset: Full USPTO retrosynthesis dataset with 1.9M reactions from patents (1976-2016). Task: Predict the reactants needed to synthesize the given product. Given the product [CH2:1]([NH:8][C:9]([C:11]1[S:15][C:14]([C:16]2[CH:21]=[N:20][CH:19]=[C:18](/[CH:38]=[CH:37]/[C:34]3[CH:35]=[CH:36][C:31]([F:30])=[CH:32][CH:33]=3)[N:17]=2)=[N:13][C:12]=1[CH3:23])=[O:10])[C:2]1[CH:7]=[CH:6][CH:5]=[CH:4][CH:3]=1, predict the reactants needed to synthesize it. The reactants are: [CH2:1]([NH:8][C:9]([C:11]1[S:15][C:14]([C:16]2[CH:21]=[N:20][CH:19]=[C:18](I)[N:17]=2)=[N:13][C:12]=1[CH3:23])=[O:10])[C:2]1[CH:7]=[CH:6][CH:5]=[CH:4][CH:3]=1.C([O-])([O-])=O.[Na+].[Na+].[F:30][C:31]1[CH:36]=[CH:35][C:34](/[CH:37]=[CH:38]/B(O)O)=[CH:33][CH:32]=1.O.